Task: Predict the product of the given reaction.. Dataset: Forward reaction prediction with 1.9M reactions from USPTO patents (1976-2016) (1) Given the reactants [NH2:1][C:2]1[C:11]([NH2:12])=[CH:10][CH:9]=[CH:8][C:3]=1[C:4]([O:6][CH3:7])=[O:5].O=C1N(P(Cl)(N2CCOC2=O)=O)CCO1.[C:28]([NH:38][CH2:39][C:40](O)=O)([O:30][CH2:31][C:32]1[CH:37]=[CH:36][CH:35]=[CH:34][CH:33]=1)=[O:29].C(N(CC)C(C)C)(C)C, predict the reaction product. The product is: [C:32]1([CH2:31][O:30][C:28]([NH:38][CH2:39][C:40]2[NH:12][C:11]3[CH:10]=[CH:9][CH:8]=[C:3]([C:4]([O:6][CH3:7])=[O:5])[C:2]=3[N:1]=2)=[O:29])[CH:37]=[CH:36][CH:35]=[CH:34][CH:33]=1. (2) Given the reactants N1CCCC1=O.[C:7]([NH2:11])([CH3:10])([CH3:9])[CH3:8].[CH3:12][CH2:13][C@@H:14]([C:16]([O:18][C@@H:19]1[C@@H:24]2[C@@H:25]([CH2:30][CH2:31][C@H:32]3[O:38][C:36](=[O:37])[CH2:35][C@H:34]([OH:39])[CH2:33]3)[C@@H:26]([CH3:29])[CH:27]=[CH:28][C:23]2=[CH:22][C@H:21]([CH3:40])[CH2:20]1)=[O:17])[CH3:15].CI.CCC(C(O[C@@H]1[C@@H]2[C@@H](CC[C@H]3OC(=O)C[C@H](O)C3)[C@@H](C)C=CC2=C[C@H](C)C1)=O)(C)C, predict the reaction product. The product is: [CH3:12][CH2:13][C@@H:14]([C:16]([O:18][C@@H:19]1[C@@H:24]2[C@@H:25]([CH2:30][CH2:31][C@H:32]3[O:38][C:36](=[O:37])[CH2:35][C@H:34]([OH:39])[CH2:33]3)[C@@H:26]([CH3:29])[CH:27]=[CH:28][C:23]2=[CH:22][C@H:21]([CH3:40])[CH2:20]1)=[O:17])[CH3:15].[C:7]([NH2:11])([CH3:10])([CH3:9])[CH3:8].